This data is from Forward reaction prediction with 1.9M reactions from USPTO patents (1976-2016). The task is: Predict the product of the given reaction. (1) Given the reactants [O:1]1[CH2:6][CH2:5][CH:4]([C:7]2[CH:8]=[C:9]([OH:13])[CH:10]=[N:11][CH:12]=2)[CH2:3][CH2:2]1.C(N(CC)CC)C.[S:21](O[S:21]([C:24](F)(F)F)(=[O:23])=[O:22])([C:24](F)(F)F)(=[O:23])=[O:22], predict the reaction product. The product is: [O:1]1[CH2:6][CH2:5][CH:4]([C:7]2[CH:8]=[C:9]([O:13][S:21]([CH3:24])(=[O:23])=[O:22])[CH:10]=[N:11][CH:12]=2)[CH2:3][CH2:2]1. (2) Given the reactants Br[C:2]1[CH:10]=[C:9]2[C:5]([C:6]([C:11]3[N:12]=[N:13][N:14]([C:16]4[CH:21]=[CH:20][C:19]([C:22]([N:24]5[CH2:29][CH2:28][O:27][CH2:26][CH2:25]5)=[O:23])=[CH:18][CH:17]=4)[CH:15]=3)=[N:7][NH:8]2)=[CH:4][CH:3]=1.[CH2:30]([OH:33])[C:31]#[CH:32], predict the reaction product. The product is: [N:24]1([C:22]([C:19]2[CH:18]=[CH:17][C:16]([N:14]3[CH:15]=[C:11]([C:6]4[C:5]5[C:9](=[CH:10][C:2]([C:32]#[C:31][CH2:30][OH:33])=[CH:3][CH:4]=5)[NH:8][N:7]=4)[N:12]=[N:13]3)=[CH:21][CH:20]=2)=[O:23])[CH2:25][CH2:26][O:27][CH2:28][CH2:29]1.